Dataset: Catalyst prediction with 721,799 reactions and 888 catalyst types from USPTO. Task: Predict which catalyst facilitates the given reaction. (1) Reactant: O1[C:5]2([CH2:10][CH2:9][CH:8]([N:11]3[CH:16]=[CH:15][CH:14]=[CH:13][C:12]3=[O:17])[CH2:7][CH2:6]2)[O:4]CC1.Cl. Product: [O:4]=[C:5]1[CH2:10][CH2:9][CH:8]([N:11]2[CH:16]=[CH:15][CH:14]=[CH:13][C:12]2=[O:17])[CH2:7][CH2:6]1. The catalyst class is: 10. (2) Reactant: [OH:1][C:2]([CH3:29])([CH3:28])[C:3]#[C:4][C:5]1[CH:27]=[N:26][C:8]2[N:9](COCC[Si](C)(C)C)[C:10]3[CH:15]=[N:14][C:13]([C:16]#[N:17])=[CH:12][C:11]=3[C:7]=2[CH:6]=1.CCCC[N+](CCCC)(CCCC)CCCC.[F-]. Product: [OH:1][C:2]([CH3:29])([CH3:28])[C:3]#[C:4][C:5]1[CH:27]=[N:26][C:8]2[NH:9][C:10]3[CH:15]=[N:14][C:13]([C:16]#[N:17])=[CH:12][C:11]=3[C:7]=2[CH:6]=1. The catalyst class is: 1. (3) Reactant: C(OC(=O)[NH:7][CH2:8][CH2:9][CH2:10][CH2:11][CH2:12][CH2:13][NH:14][S:15]([C:18]1[CH:23]=[CH:22][CH:21]=[CH:20][C:19]=1[N+:24]([O-:26])=[O:25])(=[O:17])=[O:16])(C)(C)C.[ClH:28]. Product: [ClH:28].[NH2:7][CH2:8][CH2:9][CH2:10][CH2:11][CH2:12][CH2:13][NH:14][S:15]([C:18]1[CH:23]=[CH:22][CH:21]=[CH:20][C:19]=1[N+:24]([O-:26])=[O:25])(=[O:16])=[O:17]. The catalyst class is: 124. (4) Reactant: C1(P(C2C=CC=CC=2)C2C=CC=CC=2)C=CC=CC=1.[C:20]([Cl:24])(Cl)(Cl)Cl.[CH2:25]([S:27]([C:30]1[CH:50]=[CH:49][C:33]([CH2:34][C:35]2[C:44]3[C:39](=[CH:40][CH:41]=[C:42]([F:45])[CH:43]=3)[CH:38]=[C:37](CO)[C:36]=2[CH3:48])=[CH:32][CH:31]=1)(=[O:29])=[O:28])[CH3:26]. Product: [CH2:25]([S:27]([C:30]1[CH:50]=[CH:49][C:33]([CH2:34][C:35]2[C:44]3[C:39](=[CH:40][CH:41]=[C:42]([F:45])[CH:43]=3)[CH:38]=[C:37]([CH2:20][Cl:24])[C:36]=2[CH3:48])=[CH:32][CH:31]=1)(=[O:28])=[O:29])[CH3:26]. The catalyst class is: 54. (5) Reactant: [C:1]1([P:7]([C:28]2[CH:33]=[CH:32][CH:31]=[CH:30][CH:29]=2)[C:8]2[N:13]=[C:12]([C:14]([C:22]3[CH:27]=[CH:26][CH:25]=[CH:24][N:23]=3)([C:16]3[CH:21]=[CH:20][CH:19]=[CH:18][N:17]=3)[CH3:15])[CH:11]=[CH:10][CH:9]=2)[CH:6]=[CH:5][CH:4]=[CH:3][CH:2]=1.[OH:34]O. The catalyst class is: 4. Product: [N:17]1[CH:18]=[CH:19][CH:20]=[CH:21][C:16]=1[C:14]([C:12]1[N:13]=[C:8]([P:7](=[O:34])([C:1]2[CH:2]=[CH:3][CH:4]=[CH:5][CH:6]=2)[C:28]2[CH:29]=[CH:30][CH:31]=[CH:32][CH:33]=2)[CH:9]=[CH:10][CH:11]=1)([C:22]1[CH:27]=[CH:26][CH:25]=[CH:24][N:23]=1)[CH3:15]. (6) Reactant: [CH3:1][NH:2][CH2:3][CH2:4][CH2:5][N:6]1[C:16]2[CH:17]=[CH:18][CH:19]=[CH:20][C:15]=2[CH2:14][CH2:13][C:12]2[CH:11]=[CH:10][CH:9]=[CH:8][C:7]1=2.Cl.C(=O)([O-])[O-].[K+].[K+].[CH2:28]([O:30][P:31](Cl)([O:33][CH2:34][CH3:35])=[O:32])[CH3:29]. Product: [CH2:28]([O:30][P:31]([N:2]([CH2:3][CH2:4][CH2:5][N:6]1[C:7]2[CH:8]=[CH:9][CH:10]=[CH:11][C:12]=2[CH2:13][CH2:14][C:15]2[CH:20]=[CH:19][CH:18]=[CH:17][C:16]1=2)[CH3:1])(=[O:32])[O:33][CH2:34][CH3:35])[CH3:29]. The catalyst class is: 3. (7) Reactant: [O:1]1[CH:5]=[CH:4][CH:3]=[C:2]1[CH:6]=O.[C:8]([OH:13])(=[O:12])[C:9]([CH3:11])=[O:10].[OH-].[Na+].OS(O)(=O)=O. Product: [O:1]1[CH:5]=[CH:4][CH:3]=[C:2]1/[CH:6]=[CH:11]/[C:9](=[O:10])[C:8]([OH:13])=[O:12]. The catalyst class is: 6. (8) The catalyst class is: 92. Product: [Br:18][CH2:16][C:15]([C:7]1[CH:8]=[C:9]([CH2:11][O:12][CH2:13][CH3:14])[CH:10]=[C:5]([C:1]([CH3:2])([CH3:4])[CH3:3])[CH:6]=1)=[O:17]. Reactant: [C:1]([C:5]1[CH:6]=[C:7]([C:15](=[O:17])[CH3:16])[CH:8]=[C:9]([CH2:11][O:12][CH2:13][CH3:14])[CH:10]=1)([CH3:4])([CH3:3])[CH3:2].[Br-:18].[Br-].[Br-].C1([N+](C)(C)C)C=CC=CC=1.C1([N+](C)(C)C)C=CC=CC=1.C1([N+](C)(C)C)C=CC=CC=1.